From a dataset of Full USPTO retrosynthesis dataset with 1.9M reactions from patents (1976-2016). Predict the reactants needed to synthesize the given product. (1) Given the product [C:19]1([CH2:25][CH2:26][C:27]([NH:29][CH2:30][C:31](=[O:32])[NH:18][CH:7]([C:1]2[CH:2]=[CH:3][CH:4]=[CH:5][CH:6]=2)[C:8]2[CH:13]=[CH:12][C:11]([C:14]([F:16])([F:17])[F:15])=[CH:10][CH:9]=2)=[O:28])[CH:24]=[CH:23][CH:22]=[CH:21][CH:20]=1, predict the reactants needed to synthesize it. The reactants are: [C:1]1([CH:7]([NH2:18])[C:8]2[CH:13]=[CH:12][C:11]([C:14]([F:17])([F:16])[F:15])=[CH:10][CH:9]=2)[CH:6]=[CH:5][CH:4]=[CH:3][CH:2]=1.[C:19]1([CH2:25][CH2:26][C:27]([NH:29][CH2:30][C:31](O)=[O:32])=[O:28])[CH:24]=[CH:23][CH:22]=[CH:21][CH:20]=1. (2) Given the product [CH:1]12[O:8][CH:5]([CH2:6][CH2:7]1)[CH2:4][N:3]([C:9]1[N:14]=[C:13]([Cl:15])[N:12]=[C:11]([C:16]3([OH:19])[CH2:21][CH2:20]3)[C:10]=1[CH2:18][OH:17])[CH2:2]2, predict the reactants needed to synthesize it. The reactants are: [CH:1]12[O:8][CH:5]([CH2:6][CH2:7]1)[CH2:4][N:3]([C:9]1[C:10]3[CH2:18][O:17][C:16](=[O:19])[C:11]=3[N:12]=[C:13]([Cl:15])[N:14]=1)[CH2:2]2.[CH2:20]([Mg]Br)[CH3:21].CCOC(C)=O. (3) Given the product [CH3:3][O:4][C:5]1[CH:6]=[C:7]([CH:23]=[CH:24][C:25]=1[N+:26]([O-:28])=[O:27])[C:8]([C:10]1[N:14]2[CH:15]=[C:16]([C:19]([OH:21])=[O:20])[CH:17]=[CH:18][C:13]2=[CH:12][N:11]=1)=[O:9], predict the reactants needed to synthesize it. The reactants are: [OH-].[Na+].[CH3:3][O:4][C:5]1[CH:6]=[C:7]([CH:23]=[CH:24][C:25]=1[N+:26]([O-:28])=[O:27])[C:8]([C:10]1[N:14]2[CH:15]=[C:16]([C:19]([O:21]C)=[O:20])[CH:17]=[CH:18][C:13]2=[CH:12][N:11]=1)=[O:9]. (4) Given the product [CH2:22]([N:29]1[CH2:34][CH2:33][CH:32]([N:35]([CH3:36])[C:18](=[O:20])[CH2:17][O:16][C:12]2[N:13]=[C:14]([CH3:15])[C:9]([NH:8][C:6](=[O:7])[O:5][C:1]([CH3:2])([CH3:3])[CH3:4])=[C:10]([CH3:21])[N:11]=2)[CH2:31][CH2:30]1)[C:23]1[CH:24]=[CH:25][CH:26]=[CH:27][CH:28]=1, predict the reactants needed to synthesize it. The reactants are: [C:1]([O:5][C:6]([NH:8][C:9]1[C:10]([CH3:21])=[N:11][C:12]([O:16][CH2:17][C:18]([OH:20])=O)=[N:13][C:14]=1[CH3:15])=[O:7])([CH3:4])([CH3:3])[CH3:2].[CH2:22]([N:29]1[CH2:34][CH2:33][CH:32]([NH:35][CH3:36])[CH2:31][CH2:30]1)[C:23]1[CH:28]=[CH:27][CH:26]=[CH:25][CH:24]=1.C(N(CC)CC)C. (5) Given the product [F:33][C:32]([F:35])([F:34])[CH:31]([OH:36])[CH2:30][NH:29][C:25]([C:22]1[CH:21]=[CH:20][C:19]([C:15]2[CH:16]=[CH:17][CH:18]=[C:13]([NH:12][S:9]([C:5]3[CH:6]=[C:7]([CH3:8])[C:2]([Cl:1])=[CH:3][C:4]=3[CH3:28])(=[O:11])=[O:10])[CH:14]=2)=[CH:24][CH:23]=1)=[O:27], predict the reactants needed to synthesize it. The reactants are: [Cl:1][C:2]1[C:7]([CH3:8])=[CH:6][C:5]([S:9]([NH:12][C:13]2[CH:14]=[C:15]([C:19]3[CH:24]=[CH:23][C:22]([C:25]([OH:27])=O)=[CH:21][CH:20]=3)[CH:16]=[CH:17][CH:18]=2)(=[O:11])=[O:10])=[C:4]([CH3:28])[CH:3]=1.[NH2:29][CH2:30][CH:31]([OH:36])[C:32]([F:35])([F:34])[F:33]. (6) Given the product [Cl:22][C:5]1[C:6]([NH:8][C:9]2[CH:21]=[CH:20][C:12]3[CH2:13][CH2:14][N:15]([CH2:18][CH3:19])[CH2:16][CH2:17][C:11]=3[CH:10]=2)=[CH:37][C:2]([NH:7][C:33]2[CH:34]=[CH:35][C:28]3[CH2:27][CH2:26][N:25]([CH2:23][CH3:24])[CH2:31][CH2:30][C:29]=3[CH:32]=2)=[N:3][CH:4]=1, predict the reactants needed to synthesize it. The reactants are: Cl[C:2]1[N:7]=[C:6]([NH:8][C:9]2[CH:21]=[CH:20][C:12]3[CH2:13][CH2:14][N:15]([CH2:18][CH3:19])[CH2:16][CH2:17][C:11]=3[CH:10]=2)[C:5]([Cl:22])=[CH:4][N:3]=1.[CH2:23]([N:25]1[CH2:31][CH2:30][C:29]2[CH:32]=[C:33](N)[CH:34]=[CH:35][C:28]=2[CH2:27][CH2:26]1)[CH3:24].[C:37]12(CS(O)(=O)=O)C(C)(C)C(CC1)CC2=O. (7) Given the product [C:1]([CH:3]=[C:4]1[CH2:5][CH2:6][N:7]([C:10]2[CH:15]=[CH:14][C:13]([N:16]3[CH2:20][C@H:19]([CH2:21][N:22]([CH3:28])[C:23](=[O:25])[CH3:24])[O:18][C:17]3=[O:26])=[CH:12][C:11]=2[F:27])[CH2:8][CH2:9]1)#[N:2], predict the reactants needed to synthesize it. The reactants are: [C:1]([CH:3]=[C:4]1[CH2:9][CH2:8][N:7]([C:10]2[CH:15]=[CH:14][C:13]([N:16]3[CH2:20][C@H:19]([CH2:21][NH:22][C:23](=[O:25])[CH3:24])[O:18][C:17]3=[O:26])=[CH:12][C:11]=2[F:27])[CH2:6][CH2:5]1)#[N:2].[CH2:28]([Li])CCC.CI.O.C(OCC)(=O)C.